Dataset: Full USPTO retrosynthesis dataset with 1.9M reactions from patents (1976-2016). Task: Predict the reactants needed to synthesize the given product. (1) The reactants are: S(O)(=O)(=O)C.[Si]([O:13][CH:14]1[CH2:17][N:16]([CH2:18][C@H:19]([O:30][C:31]2[N:36]=[CH:35][N:34]=[C:33]3[N:37]([C:40]4[C:45]([Cl:46])=[CH:44][CH:43]=[CH:42][C:41]=4[Cl:47])[N:38]=[CH:39][C:32]=23)[C:20]([NH:22][C:23]2[CH:28]=[N:27][C:26]([CH3:29])=[CH:25][N:24]=2)=[O:21])[CH2:15]1)(C(C)(C)C)(C)C.C1COCC1.CS(O)(=O)=O.C(=O)([O-])[O-].[K+].[K+]. Given the product [Cl:46][C:45]1[CH:44]=[CH:43][CH:42]=[C:41]([Cl:47])[C:40]=1[N:37]1[C:33]2[N:34]=[CH:35][N:36]=[C:31]([O:30][C@@H:19]([CH2:18][N:16]3[CH2:17][CH:14]([OH:13])[CH2:15]3)[C:20]([NH:22][C:23]3[CH:28]=[N:27][C:26]([CH3:29])=[CH:25][N:24]=3)=[O:21])[C:32]=2[CH:39]=[N:38]1, predict the reactants needed to synthesize it. (2) Given the product [Br:58][C:55]1[CH:56]=[CH:57][C:52]([NH:51][C:35](=[O:36])[CH:34]([C:38]2[CH:43]=[CH:42][C:41]([N:44]3[C:48]([CH3:49])=[N:47][N:46]=[N:45]3)=[C:40]([F:50])[CH:39]=2)[CH2:33][CH:28]2[CH2:29][CH2:30][CH2:31][CH2:32]2)=[N:53][CH:54]=1, predict the reactants needed to synthesize it. The reactants are: C1(P(C2C=CC=CC=2)C2C=CC=CC=2)C=CC=CC=1.BrN1C(=O)CCC1=O.[CH:28]1([CH2:33][CH:34]([C:38]2[CH:43]=[CH:42][C:41]([N:44]3[C:48]([CH3:49])=[N:47][N:46]=[N:45]3)=[C:40]([F:50])[CH:39]=2)[C:35](O)=[O:36])[CH2:32][CH2:31][CH2:30][CH2:29]1.[NH2:51][C:52]1[CH:57]=[CH:56][C:55]([Br:58])=[CH:54][N:53]=1. (3) Given the product [Cl:1][C:2]1[C:3](=[O:10])[N:4]([CH3:9])[N:5]=[CH:6][C:7]=1[O:12][CH3:11], predict the reactants needed to synthesize it. The reactants are: [Cl:1][C:2]1[C:3](=[O:10])[N:4]([CH3:9])[N:5]=[CH:6][C:7]=1Cl.[C:11]([O-])([O-])=[O:12].[K+].[K+]. (4) Given the product [F:1][C:2]1[CH:7]=[CH:6][C:5]([N:8]2[CH2:9][CH:10]([CH2:14][OH:15])[CH2:11][C:12]2=[O:13])=[CH:4][CH:3]=1, predict the reactants needed to synthesize it. The reactants are: [F:1][C:2]1[CH:7]=[CH:6][C:5]([N:8]2[C:12](=[O:13])[CH2:11][CH:10]([C:14](OC)=[O:15])[CH2:9]2)=[CH:4][CH:3]=1.[BH4-].[Na+].C1COCC1. (5) Given the product [CH3:10][C:6]1[CH:7]=[CH:8][CH:9]=[C:4]2[C:5]=1[CH:11]=[C:13]([CH:24]1[CH2:23][CH2:22][N:21]([C:19]([O:18][C:14]([CH3:17])([CH3:16])[CH3:15])=[O:20])[CH2:25]1)[NH:2][C:3]2=[O:12], predict the reactants needed to synthesize it. The reactants are: C[N:2]([CH3:13])[C:3](=[O:12])[C:4]1[CH:9]=[CH:8][CH:7]=[C:6]([CH3:10])[C:5]=1[CH3:11].[C:14]([O:18][C:19]([N:21]1[CH2:25][CH2:24][CH:23](C#N)[CH2:22]1)=[O:20])([CH3:17])([CH3:16])[CH3:15]. (6) Given the product [F:21][C:14]1[CH:13]=[C:12]([CH2:11][CH2:10][C:8]2[N:9]=[C:5]([NH:4][C:1](=[O:3])[CH3:2])[S:6][CH:7]=2)[CH:20]=[CH:19][C:15]=1[CH2:16][OH:17], predict the reactants needed to synthesize it. The reactants are: [C:1]([NH:4][C:5]1[S:6][CH:7]=[C:8]([CH2:10][CH2:11][C:12]2[CH:20]=[CH:19][C:15]([C:16](O)=[O:17])=[C:14]([F:21])[CH:13]=2)[N:9]=1)(=[O:3])[CH3:2].C(N1C=CN=C1)(N1C=CN=C1)=O.[BH4-].[Na+].O. (7) Given the product [Cl:15][C:16]1[CH:21]=[C:20]([Cl:22])[CH:19]=[CH:18][C:17]=1[C:2]1[CH:11]=[N:10][CH:9]=[C:8]2[C:3]=1[CH:4]=[C:5]([C:12]([NH2:14])=[O:13])[CH:6]=[N:7]2, predict the reactants needed to synthesize it. The reactants are: Br[C:2]1[CH:11]=[N:10][CH:9]=[C:8]2[C:3]=1[CH:4]=[C:5]([C:12]([NH2:14])=[O:13])[CH:6]=[N:7]2.[Cl:15][C:16]1[CH:21]=[C:20]([Cl:22])[CH:19]=[CH:18][C:17]=1B(O)O.C(=O)([O-])[O-].[Cs+].[Cs+].